Task: Predict the reaction yield, written as a fraction of the theoretical maximum amount of product (1.0 means a 100% yield; for example, 0.34 means a 34% yield).. Dataset: Reaction yield outcomes from USPTO patents with 853,638 reactions The reactants are [CH3:1][O:2][C:3]1[CH:15]=[CH:14][C:6]2[C:7]([CH2:10][C:11]([OH:13])=[O:12])=[CH:8][O:9][C:5]=2[CH:4]=1.B(Br)(Br)Br.Cl[CH2:21]Cl. No catalyst specified. The product is [CH3:1][O:2][C:3]1[CH:15]=[CH:14][C:6]2[C:7]([CH2:10][C:11]([O:13][CH3:21])=[O:12])=[CH:8][O:9][C:5]=2[CH:4]=1. The yield is 0.670.